Dataset: Forward reaction prediction with 1.9M reactions from USPTO patents (1976-2016). Task: Predict the product of the given reaction. The product is: [CH2:45]([C:42]1[CH:43]=[CH:44][C:39]([C:5]([CH3:38])([CH2:6][CH2:7][CH2:8][CH2:9][CH:10]([CH:32]2[S:33][CH2:34][CH2:35][CH2:36][S:37]2)[CH2:11][CH2:12][CH2:13][CH2:14][C:15]([C:22]2[CH:27]=[CH:26][C:25]([CH2:28][CH:29]([CH3:31])[CH3:30])=[CH:24][CH:23]=2)([CH3:21])[CH2:16][OH:17])[CH2:4][OH:3])=[CH:40][CH:41]=1)[CH:46]([CH3:48])[CH3:47]. Given the reactants C([O:3][C:4](=O)[C:5]([C:39]1[CH:44]=[CH:43][C:42]([CH2:45][CH:46]([CH3:48])[CH3:47])=[CH:41][CH:40]=1)([CH3:38])[CH2:6][CH2:7][CH2:8][CH2:9][CH:10]([CH:32]1[S:37][CH2:36][CH2:35][CH2:34][S:33]1)[CH2:11][CH2:12][CH2:13][CH2:14][C:15]([C:22]1[CH:27]=[CH:26][C:25]([CH2:28][CH:29]([CH3:31])[CH3:30])=[CH:24][CH:23]=1)([CH3:21])[C:16](OCC)=[O:17])C.[H-].[H-].[H-].[H-].[Li+].[Al+3], predict the reaction product.